This data is from Peptide-MHC class I binding affinity with 185,985 pairs from IEDB/IMGT. The task is: Regression. Given a peptide amino acid sequence and an MHC pseudo amino acid sequence, predict their binding affinity value. This is MHC class I binding data. The peptide sequence is KLQEMEGTV. The MHC is HLA-A02:01 with pseudo-sequence HLA-A02:01. The binding affinity (normalized) is 0.712.